This data is from Retrosynthesis with 50K atom-mapped reactions and 10 reaction types from USPTO. The task is: Predict the reactants needed to synthesize the given product. Given the product CCOC(=O)CCCOc1cc2c(cc1OC)CCC2=O, predict the reactants needed to synthesize it. The reactants are: CCOC(=O)CCCBr.COc1cc2c(cc1O)C(=O)CC2.